Dataset: Reaction yield outcomes from USPTO patents with 853,638 reactions. Task: Predict the reaction yield, written as a fraction of the theoretical maximum amount of product (1.0 means a 100% yield; for example, 0.34 means a 34% yield). (1) The reactants are C(C1C=C(C(C)C)C=C(C(C)C)C=1S(Cl)(=O)=O)(C)C.[Si:20]([C@@:27]1([OH:67])[C@@H:31]([CH2:32][O:33][Si:34]([C:37]([CH3:40])([CH3:39])[CH3:38])([CH3:36])[CH3:35])[O:30][C@@H:29]([N:41]2[CH:48]=[C:47]([CH2:49][O:50][C@H:51]([C:56]3[CH:61]=[C:60]([O:62][CH3:63])[CH:59]=[CH:58][C:57]=3[N+:64]([O-:66])=[O:65])[C:52]([CH3:55])([CH3:54])[CH3:53])[C:45](=O)[NH:44][C:42]2=[O:43])[CH2:28]1)([C:23]([CH3:26])([CH3:25])[CH3:24])([CH3:22])[CH3:21].C([N:70](CC)CC)C. The catalyst is CN(C1C=CN=CC=1)C.C(Cl)Cl. The product is [Si:20]([C@@:27]1([OH:67])[C@@H:31]([CH2:32][O:33][Si:34]([C:37]([CH3:39])([CH3:40])[CH3:38])([CH3:36])[CH3:35])[O:30][C@@H:29]([N:41]2[CH:48]=[C:47]([CH2:49][O:50][C@H:51]([C:56]3[CH:61]=[C:60]([O:62][CH3:63])[CH:59]=[CH:58][C:57]=3[N+:64]([O-:66])=[O:65])[C:52]([CH3:53])([CH3:55])[CH3:54])[C:45]([NH2:70])=[N:44][C:42]2=[O:43])[CH2:28]1)([C:23]([CH3:25])([CH3:24])[CH3:26])([CH3:22])[CH3:21]. The yield is 0.650. (2) The reactants are [NH2:1][C:2]1[CH:7]=[CH:6][C:5]([C:8]2[CH:16]=[CH:15][CH:14]=[C:13]3[C:9]=2[CH2:10][NH:11][C:12]3=[O:17])=[CH:4][CH:3]=1.Cl[C:19]1[O:20][C:21]2[CH:27]=[C:26]([Cl:28])[CH:25]=[CH:24][C:22]=2[N:23]=1. The catalyst is CN(C=O)C. The product is [Cl:28][C:26]1[CH:25]=[CH:24][C:22]2[N:23]=[C:19]([NH:1][C:2]3[CH:3]=[CH:4][C:5]([C:8]4[CH:16]=[CH:15][CH:14]=[C:13]5[C:9]=4[CH2:10][NH:11][C:12]5=[O:17])=[CH:6][CH:7]=3)[O:20][C:21]=2[CH:27]=1. The yield is 0.180. (3) The reactants are [Br:1][C:2]1[CH:3]=[CH:4][C:5]([O:19]C)=[C:6]([C:8]2[N:9]=[C:10]3[CH:15]=[CH:14][CH:13]=[CH:12][N:11]3[C:16]=2[CH:17]=[O:18])[CH:7]=1.B(Br)(Br)Br.O. The catalyst is ClCCl. The product is [Br:1][C:2]1[CH:3]=[CH:4][C:5]([OH:19])=[C:6]([C:8]2[N:9]=[C:10]3[CH:15]=[CH:14][CH:13]=[CH:12][N:11]3[C:16]=2[CH:17]=[O:18])[CH:7]=1. The yield is 0.480. (4) The reactants are [Cl:1][C:2]1[N:7]=[C:6]([C:8]([C:10]2[CH:15]=[CH:14][CH:13]=[CH:12][CH:11]=2)=[O:9])[C:5]([CH:16]=[CH2:17])=[C:4]([NH:18][CH3:19])[N:3]=1.[CH2:20]([Mg]Br)[CH:21]=[CH2:22].CCOC(C)=O. The catalyst is C1COCC1. The product is [Cl:1][C:2]1[N:7]=[C:6]([C:8]([C:10]2[CH:15]=[CH:14][CH:13]=[CH:12][CH:11]=2)([OH:9])[CH2:22][CH:21]=[CH2:20])[C:5]([CH:16]=[CH2:17])=[C:4]([NH:18][CH3:19])[N:3]=1. The yield is 0.300. (5) The reactants are [Cl:1][C:2]1[N:11]=[C:10]([CH3:12])[C:9]2[NH:8][CH2:7][CH:6]3[CH2:13][O:14][CH2:15][CH2:16][N:5]3[C:4]=2[N:3]=1.CC(C)([O-])C.[Na+].Br[CH2:24][C:25]1[CH:30]=[CH:29][C:28]([S:31]([CH3:34])(=[O:33])=[O:32])=[CH:27][CH:26]=1. The catalyst is CS(C)=O. The product is [Cl:1][C:2]1[N:11]=[C:10]([CH3:12])[C:9]2[N:8]([CH2:24][C:25]3[CH:26]=[CH:27][C:28]([S:31]([CH3:34])(=[O:33])=[O:32])=[CH:29][CH:30]=3)[CH2:7][CH:6]3[CH2:13][O:14][CH2:15][CH2:16][N:5]3[C:4]=2[N:3]=1. The yield is 0.210. (6) The reactants are [CH:1]1([CH:4]=[CH:5][C:6]2[S:10][C:9]([CH2:11][N:12]3C(=O)C4C(=CC=CC=4)C3=O)=[CH:8][CH:7]=2)[CH2:3][CH2:2]1.O.NN.[OH-].[Na+].O. The catalyst is C(O)C. The product is [CH:1]1([CH:4]=[CH:5][C:6]2[S:10][C:9]([CH2:11][NH2:12])=[CH:8][CH:7]=2)[CH2:3][CH2:2]1. The yield is 0.986. (7) The reactants are [O:1]1[C:5]2[CH:6]=[CH:7][C:8]([CH:10]3[C:18]4[C:13](=[CH:14][CH:15]=[CH:16][CH:17]=4)[N:12]([CH2:19][CH2:20][CH2:21][CH2:22][CH3:23])[C:11]3=[O:24])=[CH:9][C:4]=2[O:3][CH2:2]1.Br[CH2:26][C:27]([O:29][CH3:30])=[O:28].[H-].[Na+]. The catalyst is C1COCC1. The product is [O:1]1[C:5]2[CH:6]=[CH:7][C:8]([C:10]3([CH2:26][C:27]([O:29][CH3:30])=[O:28])[C:18]4[C:13](=[CH:14][CH:15]=[CH:16][CH:17]=4)[N:12]([CH2:19][CH2:20][CH2:21][CH2:22][CH3:23])[C:11]3=[O:24])=[CH:9][C:4]=2[O:3][CH2:2]1. The yield is 0.760. (8) The reactants are [OH:1][NH:2][C:3]([C:5]1[CH:29]=[CH:28][C:8]2[N:9]([CH2:23][CH2:24][CH:25]([CH3:27])[CH3:26])[C:10]([CH2:12][N:13]3[C:17]4[CH:18]=[CH:19][CH:20]=[CH:21][C:16]=4[NH:15][C:14]3=[O:22])=[N:11][C:7]=2[CH:6]=1)=[NH:4].[C:30](Cl)(Cl)=[O:31]. No catalyst specified. The product is [CH3:27][CH:25]([CH3:26])[CH2:24][CH2:23][N:9]1[C:8]2[CH:28]=[CH:29][C:5]([C:3]3[NH:4][C:30](=[O:31])[O:1][N:2]=3)=[CH:6][C:7]=2[N:11]=[C:10]1[CH2:12][N:13]1[C:17]2[CH:18]=[CH:19][CH:20]=[CH:21][C:16]=2[NH:15][C:14]1=[O:22]. The yield is 0.260. (9) The reactants are [F:1][C:2]1[CH:11]=[C:10]2[C:5]([CH:6]=[CH:7][C:8]([CH3:12])=[N:9]2)=[C:4]([N:13]2[CH2:18][CH2:17][N:16]([CH2:19][CH:20]([C:22]3[CH:23]=[CH:24][C:25]4[O:30][CH2:29][C:28](=[O:31])[NH:27][C:26]=4[CH:32]=3)O)[CH2:15][CH2:14]2)[CH:3]=1.CCN(S(F)(F)[F:39])CC.C(Cl)[Cl:43]. No catalyst specified. The product is [ClH:43].[F:39][CH:20]([C:22]1[CH:23]=[CH:24][C:25]2[O:30][CH2:29][C:28](=[O:31])[NH:27][C:26]=2[CH:32]=1)[CH2:19][N:16]1[CH2:17][CH2:18][N:13]([C:4]2[CH:3]=[C:2]([F:1])[CH:11]=[C:10]3[C:5]=2[CH:6]=[CH:7][C:8]([CH3:12])=[N:9]3)[CH2:14][CH2:15]1. The yield is 0.340. (10) The reactants are [C:1]([O:5][C:6]([NH:8][C@H:9]1[CH2:14][CH2:13][CH2:12][C@@H:11]([C:15]([OH:17])=[O:16])[CH2:10]1)=[O:7])([CH3:4])([CH3:3])[CH3:2].[C:18]([O-])([O-])=O.[K+].[K+].CI. The product is [C:1]([O:5][C:6]([NH:8][C@@H:9]1[CH2:14][CH2:13][CH2:12][C@H:11]([C:15]([O:17][CH3:18])=[O:16])[CH2:10]1)=[O:7])([CH3:4])([CH3:2])[CH3:3]. The catalyst is CN(C=O)C.O.CCOC(C)=O. The yield is 1.00.